This data is from Forward reaction prediction with 1.9M reactions from USPTO patents (1976-2016). The task is: Predict the product of the given reaction. (1) Given the reactants Br[C:2]1[C:3](=[O:20])[N:4]([C:9]2[CH:10]=[C:11]([CH:16]=[CH:17][C:18]=2[CH3:19])[C:12]([O:14]C)=O)[CH:5]=[C:6](Br)[N:7]=1.C([N:24](CC)[CH:25]([CH3:27])[CH3:26])(C)C.[NH2:30][C@@H:31]([C:48]1[CH:53]=[CH:52][CH:51]=[CH:50][CH:49]=1)[CH:32]1[CH2:37][CH2:36][N:35]([C:38]([O:40][CH2:41][C:42]2[CH:47]=[CH:46][CH:45]=[CH:44]C=2)=[O:39])[CH2:34][CH2:33]1.C1(N)CC1.C1([Mg]Br)CCCC1, predict the reaction product. The product is: [CH:25]1([NH:24][C:12](=[O:14])[C:11]2[CH:16]=[CH:17][C:18]([CH3:19])=[C:9]([N:4]3[CH:5]=[CH:6][N:7]=[C:2]([NH:30][C@@H:31]([C:48]4[CH:49]=[CH:50][CH:51]=[CH:52][CH:53]=4)[CH:32]4[CH2:33][CH2:34][NH:35][CH2:36][CH2:37]4)[C:3]3=[O:20])[CH:10]=2)[CH2:27][CH2:26]1.[N:35]1([C:38]([O:40][C:41]2[CH:42]=[CH:47][CH:46]=[CH:45][CH:44]=2)=[O:39])[CH2:34][CH2:33][CH2:32][CH2:37][CH2:36]1. (2) Given the reactants C(O)(C(F)(F)F)=O.[CH:8]1([CH2:13][C@H:14]([NH:21][C:22](=[O:46])[C@@H:23]([NH:33][C:34](=[O:45])[C@H:35]([NH:37][C:38](=[O:44])OC(C)(C)C)[CH3:36])[CH2:24][C:25]2[CH:30]=[CH:29][C:28]([O:31][CH3:32])=[CH:27][CH:26]=2)[C:15]([C@@:17]2([CH3:20])[CH2:19][O:18]2)=[O:16])[CH2:12][CH2:11][CH2:10][CH2:9]1.[OH:47][C@@:48]([CH3:55])([CH2:53]C)[CH2:49][C:50](O)=O.CN(C(ON1N=NC2C=CC=NC1=2)=[N+](C)C)C.F[P-](F)(F)(F)(F)F.CCN(C(C)C)C(C)C, predict the reaction product. The product is: [CH:8]1([CH2:13][C@H:14]([NH:21][C:22](=[O:46])[C@@H:23]([NH:33][C:34](=[O:45])[C@H:35]([NH:37][C:38](=[O:44])[CH2:53][C@:48]([OH:47])([CH3:55])[CH2:49][CH3:50])[CH3:36])[CH2:24][C:25]2[CH:30]=[CH:29][C:28]([O:31][CH3:32])=[CH:27][CH:26]=2)[C:15]([C@@:17]2([CH3:20])[CH2:19][O:18]2)=[O:16])[CH2:12][CH2:11][CH2:10][CH2:9]1. (3) Given the reactants [C:1]([C:5]1[O:9][N:8]=[C:7]([NH:10][C:11]([NH:13][C:14]2[CH:19]=[CH:18][CH:17]=[C:16]([S:20][C:21]3[C:30]4[C:25](=[CH:26][C:27]([O:33][CH2:34][CH2:35][CH2:36]Cl)=[C:28]([O:31][CH3:32])[CH:29]=4)[N:24]=[CH:23][N:22]=3)[CH:15]=2)=[O:12])[CH:6]=1)([CH3:4])([CH3:3])[CH3:2].[NH:38]1[CH2:43][CH2:42][CH:41]([CH2:44][OH:45])[CH2:40][CH2:39]1, predict the reaction product. The product is: [C:1]([C:5]1[O:9][N:8]=[C:7]([NH:10][C:11]([NH:13][C:14]2[CH:19]=[CH:18][CH:17]=[C:16]([S:20][C:21]3[C:30]4[C:25](=[CH:26][C:27]([O:33][CH2:34][CH2:35][CH2:36][N:38]5[CH2:43][CH2:42][CH:41]([CH2:44][OH:45])[CH2:40][CH2:39]5)=[C:28]([O:31][CH3:32])[CH:29]=4)[N:24]=[CH:23][N:22]=3)[CH:15]=2)=[O:12])[CH:6]=1)([CH3:4])([CH3:3])[CH3:2].